Dataset: Full USPTO retrosynthesis dataset with 1.9M reactions from patents (1976-2016). Task: Predict the reactants needed to synthesize the given product. (1) Given the product [CH3:1][O:2][CH2:3][C:4]([CH3:9])([CH3:8])[C:5]([N:12]([O:11][CH3:10])[CH3:13])=[O:7], predict the reactants needed to synthesize it. The reactants are: [CH3:1][O:2][CH2:3][C:4]([CH3:9])([CH3:8])[C:5]([OH:7])=O.[CH3:10][O:11][NH:12][CH3:13].Cl.C([O-])([O-])=O.[K+].[K+]. (2) Given the product [C:45]([C:35]1[CH:34]=[C:33]([NH:32][C:31](=[O:30])[NH:3][CH2:4][C:5]2[CH:25]=[C:24]([F:26])[CH:23]=[CH:22][C:6]=2[O:7][C:8]2[CH:9]=[C:10]3[C:14](=[CH:15][CH:16]=2)[N:13]([CH2:17][C:18]([O:20][CH3:21])=[O:19])[N:12]=[CH:11]3)[N:37]([C:38]2[CH:43]=[CH:42][C:41]([CH3:44])=[CH:40][CH:39]=2)[N:36]=1)([CH3:48])([CH3:47])[CH3:46], predict the reactants needed to synthesize it. The reactants are: Cl.Cl.[NH2:3][CH2:4][C:5]1[CH:25]=[C:24]([F:26])[CH:23]=[CH:22][C:6]=1[O:7][C:8]1[CH:9]=[C:10]2[C:14](=[CH:15][CH:16]=1)[N:13]([CH2:17][C:18]([O:20][CH3:21])=[O:19])[N:12]=[CH:11]2.ClC(Cl)(Cl)C[O:30][C:31](=O)[NH:32][C:33]1[N:37]([C:38]2[CH:43]=[CH:42][C:41]([CH3:44])=[CH:40][CH:39]=2)[N:36]=[C:35]([C:45]([CH3:48])([CH3:47])[CH3:46])[CH:34]=1.C(N(C(C)C)CC)(C)C. (3) Given the product [CH3:22][O:21][C:18]1[CH:19]=[C:20]2[C:15]([CH:14]=[CH:13][C:12](=[O:23])[N:11]2[CH2:10][CH2:9][N:6]2[CH2:5][CH2:4][CH:3]([NH:2][CH2:34][C:26]3[CH:25]=[N:24][C:33]4[C:28]([CH:27]=3)=[N:29][CH:30]=[CH:31][CH:32]=4)[CH2:8][CH2:7]2)=[N:16][CH:17]=1, predict the reactants needed to synthesize it. The reactants are: Cl.[NH2:2][CH:3]1[CH2:8][CH2:7][N:6]([CH2:9][CH2:10][N:11]2[C:20]3[C:15](=[N:16][CH:17]=[C:18]([O:21][CH3:22])[CH:19]=3)[CH:14]=[CH:13][C:12]2=[O:23])[CH2:5][CH2:4]1.[N:24]1[C:33]2[C:28](=[N:29][CH:30]=[CH:31][CH:32]=2)[CH:27]=[C:26]([CH:34]=O)[CH:25]=1.C[O-].[Na+].CO.C([BH3-])#N.[Na+].C(=O)([O-])O.[Na+].